Dataset: Forward reaction prediction with 1.9M reactions from USPTO patents (1976-2016). Task: Predict the product of the given reaction. (1) Given the reactants [C:1]1(/[CH:7]=[CH:8]/[C:9](=O)[CH3:10])[CH:6]=[CH:5][CH:4]=[CH:3][CH:2]=1.[C:12]([O:16][C:17]([CH3:20])([CH3:19])[CH3:18])(=[O:15])[NH:13][NH2:14], predict the reaction product. The product is: [CH3:10][CH:9]=[C:8]([NH:14][NH:13][C:12]([O:16][C:17]([CH3:20])([CH3:19])[CH3:18])=[O:15])[CH2:7][C:1]1[CH:6]=[CH:5][CH:4]=[CH:3][CH:2]=1. (2) Given the reactants [Cl:1][C:2]1[CH:7]=[C:6]([Cl:8])[CH:5]=[CH:4][C:3]=1[CH2:9][CH2:10][O:11][C:12]1[CH:13]=[C:14]([CH:18]=[CH:19][CH:20]=1)[C:15]([OH:17])=O.[B-](F)(F)(F)F.CCOC(C(C#N)=NOC(N(C)C)=[N+](C)C)=O.[N:43]1([C:51]2[CH:56]=[CH:55][N:54]=[CH:53][CH:52]=2)[CH2:48][CH2:47][CH:46]([CH2:49][NH2:50])[CH2:45][CH2:44]1, predict the reaction product. The product is: [Cl:1][C:2]1[CH:7]=[C:6]([Cl:8])[CH:5]=[CH:4][C:3]=1[CH2:9][CH2:10][O:11][C:12]1[CH:13]=[C:14]([CH:18]=[CH:19][CH:20]=1)[C:15]([NH:50][CH2:49][CH:46]1[CH2:45][CH2:44][N:43]([C:51]2[CH:56]=[CH:55][N:54]=[CH:53][CH:52]=2)[CH2:48][CH2:47]1)=[O:17]. (3) The product is: [CH2:1]1[C:13]2[NH:12][C:11]3[C:6](=[CH:7][CH:8]=[CH:9][CH:10]=3)[C:5]=2[CH2:4][CH2:3][N:2]1[CH2:14][C:15]1[S:19][C:18](/[CH:20]=[CH:21]/[C:22]([NH:46][O:47][CH:48]2[CH2:53][CH2:52][CH2:51][CH2:50][O:49]2)=[O:23])=[CH:17][CH:16]=1. Given the reactants [CH2:1]1[C:13]2[NH:12][C:11]3[C:6](=[CH:7][CH:8]=[CH:9][CH:10]=3)[C:5]=2[CH2:4][CH2:3][N:2]1[CH2:14][C:15]1[S:19][C:18](/[CH:20]=[CH:21]/[C:22](O)=[O:23])=[CH:17][CH:16]=1.C1C=CC2N(O)N=NC=2C=1.CCN=C=NCCCN(C)C.[NH2:46][O:47][CH:48]1[CH2:53][CH2:52][CH2:51][CH2:50][O:49]1, predict the reaction product.